From a dataset of Peptide-MHC class II binding affinity with 134,281 pairs from IEDB. Regression. Given a peptide amino acid sequence and an MHC pseudo amino acid sequence, predict their binding affinity value. This is MHC class II binding data. (1) The peptide sequence is MAFLRSVSRLAAAVF. The MHC is HLA-DQA10501-DQB10301 with pseudo-sequence HLA-DQA10501-DQB10301. The binding affinity (normalized) is 0.439. (2) The peptide sequence is ESLHNPYPDYHWLRT. The MHC is HLA-DPA10301-DPB10402 with pseudo-sequence HLA-DPA10301-DPB10402. The binding affinity (normalized) is 0.0796. (3) The peptide sequence is MLLDNMEVRGGMVAP. The MHC is DRB1_1101 with pseudo-sequence DRB1_1101. The binding affinity (normalized) is 0.339. (4) The peptide sequence is EQEILNYMSPHHKKLHHHHHH. The binding affinity (normalized) is 0.593. The MHC is DRB1_0404 with pseudo-sequence DRB1_0404. (5) The peptide sequence is NHIPGYKVQTNGPWM. The MHC is HLA-DQA10102-DQB10501 with pseudo-sequence HLA-DQA10102-DQB10501. The binding affinity (normalized) is 0.263. (6) The peptide sequence is DRPFQLFEFYAREPDV. The MHC is DRB1_1302 with pseudo-sequence DRB1_1302. The binding affinity (normalized) is 0.391.